From a dataset of Full USPTO retrosynthesis dataset with 1.9M reactions from patents (1976-2016). Predict the reactants needed to synthesize the given product. Given the product [Cl:1][C:2]1[CH:3]=[C:4]2[C:10]3([CH2:14][CH2:13][N:12]([C:27](=[O:28])[CH2:26][N:25]([CH3:30])[CH3:24])[CH2:11]3)[CH2:9][N:8]([C:15]([NH:17][C:18]3[S:19][C:20]([Cl:23])=[CH:21][N:22]=3)=[O:16])[C:5]2=[CH:6][CH:7]=1, predict the reactants needed to synthesize it. The reactants are: [Cl:1][C:2]1[CH:3]=[C:4]2[C:10]3([CH2:14][CH2:13][NH:12][CH2:11]3)[CH2:9][N:8]([C:15]([NH:17][C:18]3[S:19][C:20]([Cl:23])=[CH:21][N:22]=3)=[O:16])[C:5]2=[CH:6][CH:7]=1.[CH3:24][N:25]([CH3:30])[CH2:26][C:27](O)=[O:28].